Task: Predict the product of the given reaction.. Dataset: Forward reaction prediction with 1.9M reactions from USPTO patents (1976-2016) (1) Given the reactants Cl[C:2]1[C:7]([NH:8][C:9](=[O:15])[O:10][C:11]([CH3:14])([CH3:13])[CH3:12])=[CH:6][C:5]([F:16])=[C:4]([O:17][CH3:18])[N:3]=1.[F-].[Cs+].C([Sn](CCCC)(CCCC)[C:26]([O:28][CH2:29][CH3:30])=[CH2:27])CCC.[F-].[K+], predict the reaction product. The product is: [CH2:29]([O:28][C:26]([C:2]1[C:7]([NH:8][C:9](=[O:15])[O:10][C:11]([CH3:14])([CH3:13])[CH3:12])=[CH:6][C:5]([F:16])=[C:4]([O:17][CH3:18])[N:3]=1)=[CH2:27])[CH3:30]. (2) The product is: [F:19][C:20]([F:29])([F:30])[C:21]1[CH:28]=[CH:27][C:24]([CH2:25][NH:26][C:3](=[O:4])[CH:2]([F:1])[CH2:6][C:7]2[CH:12]=[CH:11][C:10]([O:13][CH2:14][C:15]#[CH:16])=[C:9]([O:17][CH3:18])[CH:8]=2)=[CH:23][CH:22]=1. Given the reactants [F:1][CH:2]([CH2:6][C:7]1[CH:12]=[CH:11][C:10]([O:13][CH2:14][C:15]#[CH:16])=[C:9]([O:17][CH3:18])[CH:8]=1)[C:3](Cl)=[O:4].[F:19][C:20]([F:30])([F:29])[C:21]1[CH:28]=[CH:27][C:24]([CH2:25][NH2:26])=[CH:23][CH:22]=1, predict the reaction product. (3) The product is: [OH:13][CH2:12][C:6]1[N:7]([CH3:11])[C:8]2[C:4]([CH:5]=1)=[CH:3][C:2]([NH:1][C:28]([NH:25][C:24]1[CH:23]=[CH:22][C:21]([O:14][C:15]3[CH:16]=[CH:17][CH:18]=[CH:19][CH:20]=3)=[CH:27][CH:26]=1)=[O:29])=[CH:10][CH:9]=2. Given the reactants [NH2:1][C:2]1[CH:3]=[C:4]2[C:8](=[CH:9][CH:10]=1)[N:7]([CH3:11])[C:6]([CH2:12][OH:13])=[CH:5]2.[O:14]([C:21]1[CH:27]=[CH:26][C:24]([NH2:25])=[CH:23][CH:22]=1)[C:15]1[CH:20]=[CH:19][CH:18]=[CH:17][CH:16]=1.[C:28](N1C=CN=C1)(N1C=CN=C1)=[O:29], predict the reaction product. (4) Given the reactants [CH:1]1[C:11]2[CH2:10][C:9]3([CH2:15][CH2:14][CH:13]([N:16]4[CH2:21][CH2:20][CH2:19][C@@H:18]([C:22]([O:24]CC)=[O:23])[CH2:17]4)[CH2:12]3)[C:8]3[CH:27]=[CH:28][CH:29]=[CH:30][C:7]=3[O:6][C:5]=2[CH:4]=[CH:3][CH:2]=1.[OH-].[K+], predict the reaction product. The product is: [CH:1]1[C:11]2[CH2:10][C:9]3([CH2:15][CH2:14][CH:13]([N:16]4[CH2:21][CH2:20][CH2:19][C@@H:18]([C:22]([OH:24])=[O:23])[CH2:17]4)[CH2:12]3)[C:8]3[CH:27]=[CH:28][CH:29]=[CH:30][C:7]=3[O:6][C:5]=2[CH:4]=[CH:3][CH:2]=1. (5) Given the reactants [F:1][CH2:2][C:3](OCC)=[O:4].[NH:8]1[CH2:13][CH2:12][O:11][CH2:10][CH2:9]1.Cl, predict the reaction product. The product is: [F:1][CH2:2][C:3]([N:8]1[CH2:13][CH2:12][O:11][CH2:10][CH2:9]1)=[O:4]. (6) Given the reactants C([N:8]1[CH2:12][CH2:11][CH:10]([NH:13][C:14]([C:16]2[C:24]3[C:19](=[CH:20][CH:21]=[C:22]([Cl:25])[CH:23]=3)[NH:18][N:17]=2)=[O:15])[CH2:9]1)C1C=CC=CC=1.Cl[C:27]([O:29][CH:30](Cl)C)=[O:28], predict the reaction product. The product is: [CH3:30][O:29][C:27]([N:8]1[CH2:12][CH2:11][CH:10]([NH:13][C:14]([C:16]2[C:24]3[C:19](=[CH:20][CH:21]=[C:22]([Cl:25])[CH:23]=3)[NH:18][N:17]=2)=[O:15])[CH2:9]1)=[O:28].